This data is from Reaction yield outcomes from USPTO patents with 853,638 reactions. The task is: Predict the reaction yield, written as a fraction of the theoretical maximum amount of product (1.0 means a 100% yield; for example, 0.34 means a 34% yield). (1) The reactants are [F:1][C:2]1[CH:3]=[C:4]([CH:9]([OH:19])[C:10]2[CH:11]=[CH:12][C:13]([F:18])=[C:14]([CH:17]=2)[C:15]#[N:16])[CH:5]=[C:6]([F:8])[CH:7]=1.O.C[N+]1([O-])CCOCC1. The catalyst is ClCCl.[Ru]([O-])(=O)(=O)=O.C([N+](CCC)(CCC)CCC)CC. The product is [F:1][C:2]1[CH:3]=[C:4]([CH:5]=[C:6]([F:8])[CH:7]=1)[C:9]([C:10]1[CH:11]=[CH:12][C:13]([F:18])=[C:14]([CH:17]=1)[C:15]#[N:16])=[O:19]. The yield is 0.770. (2) The reactants are [NH:1]1[C:5]2[CH:6]=[CH:7][CH:8]=[CH:9][C:4]=2[N:3]=[N:2]1.[OH-].[Na+].[Cl:12][CH2:13][CH2:14][CH2:15][CH2:16][CH2:17]Br. The catalyst is [Br-].C([N+](CCCC)(CCCC)CCCC)CCC.ClCCl. The product is [Cl:12][CH2:13][CH2:14][CH2:15][CH2:16][CH2:17][N:1]1[C:5]2[CH:6]=[CH:7][CH:8]=[CH:9][C:4]=2[N:3]=[N:2]1. The yield is 0.710. (3) The reactants are [CH3:1][O:2][C:3](=[O:12])[CH2:4][C:5]1[CH:10]=[CH:9][N:8]=[C:7](Cl)[CH:6]=1.[C:13]([C:15]1[CH:20]=[CH:19][C:18]([C:21]([F:24])([F:23])[F:22])=[CH:17][CH:16]=1)#[CH:14].C1(P(C2C=CC=CC=2)C2C=CC=CC=2)C=CC=CC=1.C([O-])(O)=O.[Na+]. The catalyst is CCN(CC)CC.O1CCOCC1.[Cu]I.[Pd].C1(P(C2C=CC=CC=2)C2C=CC=CC=2)C=CC=CC=1.C1(P(C2C=CC=CC=2)C2C=CC=CC=2)C=CC=CC=1.C1(P(C2C=CC=CC=2)C2C=CC=CC=2)C=CC=CC=1.C1(P(C2C=CC=CC=2)C2C=CC=CC=2)C=CC=CC=1. The product is [CH3:1][O:2][C:3](=[O:12])[CH2:4][C:5]1[CH:10]=[CH:9][N:8]=[C:7]([C:14]#[C:13][C:15]2[CH:20]=[CH:19][C:18]([C:21]([F:22])([F:23])[F:24])=[CH:17][CH:16]=2)[CH:6]=1. The yield is 0.170. (4) The reactants are [O:1]1[CH2:5][CH2:4][CH2:3][CH2:2]1.[F:6][C:7]1[CH:24]=[CH:23][CH:22]=[CH:21][C:8]=1[O:9][C:10]1[CH:15]=[CH:14][C:13]([CH2:16]C(Cl)=NO)=CC=1.C([C:27]1[C:28]([NH2:33])=[N:29][CH:30]=[CH:31][CH:32]=1)#C.[CH2:34]([N:36](CC)CC)C. The catalyst is O. The product is [F:6][C:7]1[CH:24]=[CH:23][CH:22]=[CH:21][C:8]=1[O:9][C:10]1[CH:15]=[CH:14][CH:13]=[CH:16][C:2]=1[CH2:3][C:4]1[CH:34]=[N:36][O:1][C:5]=1[C:27]1[C:28]([NH2:33])=[N:29][CH:30]=[CH:31][CH:32]=1. The yield is 0.373. (5) The reactants are [CH2:1]([O:3][C:4](=[O:30])[CH2:5][NH:6][CH2:7][C:8]1[CH:13]=[CH:12][CH:11]=[C:10]([O:14][CH2:15][CH2:16][C:17]2[N:18]=[C:19]([C:23]3[CH:28]=[CH:27][C:26]([CH3:29])=[CH:25][CH:24]=3)[O:20][C:21]=2[CH3:22])[CH:9]=1)[CH3:2].[CH:31]([N:34]([S:36](Cl)(=[O:38])=[O:37])[CH3:35])([CH3:33])[CH3:32].C(N(CC)CC)C. No catalyst specified. The product is [CH2:1]([O:3][C:4](=[O:30])[CH2:5][N:6]([S:36]([N:34]([CH:31]([CH3:33])[CH3:32])[CH3:35])(=[O:38])=[O:37])[CH2:7][C:8]1[CH:13]=[CH:12][CH:11]=[C:10]([O:14][CH2:15][CH2:16][C:17]2[N:18]=[C:19]([C:23]3[CH:28]=[CH:27][C:26]([CH3:29])=[CH:25][CH:24]=3)[O:20][C:21]=2[CH3:22])[CH:9]=1)[CH3:2]. The yield is 0.860. (6) The reactants are [F:1][C:2]1[CH:7]=[CH:6][C:5]([S:8]([NH:11][CH2:12][C:13]2[CH:22]=[CH:21][C:16]([C:17]([O:19][CH3:20])=[O:18])=[CH:15][CH:14]=2)(=[O:10])=[O:9])=[CH:4][CH:3]=1.[CH3:23][CH:24]([CH3:33])[CH:25]([C:27]1[CH:32]=[CH:31][CH:30]=[CH:29][CH:28]=1)O.C1C=CC(P(C2C=CC=CC=2)C2C=CC=CC=2)=CC=1.N(C(OC(C)C)=O)=NC(OC(C)C)=O. The catalyst is C1COCC1.O. The product is [F:1][C:2]1[CH:7]=[CH:6][C:5]([S:8]([N:11]([CH2:12][C:13]2[CH:14]=[CH:15][C:16]([C:17]([O:19][CH3:20])=[O:18])=[CH:21][CH:22]=2)[CH:25]([C:27]2[CH:32]=[CH:31][CH:30]=[CH:29][CH:28]=2)[CH:24]([CH3:33])[CH3:23])(=[O:10])=[O:9])=[CH:4][CH:3]=1. The yield is 0.550. (7) The reactants are [Br:1][C:2]1[CH:3]=[N:4][CH:5]=[C:6](Br)[CH:7]=1.[CH3:9][O-:10].[Na+]. The catalyst is CO.[Cu]. The product is [Br:1][C:2]1[CH:7]=[C:6]([O:10][CH3:9])[CH:5]=[N:4][CH:3]=1. The yield is 0.595. (8) The reactants are [CH:1]1([C:4]2[CH:9]=[CH:8][N:7]=[CH:6][C:5]=2[N:10]2[CH2:14][CH2:13][NH:12][C:11]2=[O:15])[CH2:3][CH2:2]1.Cl[C:17]1[CH:22]=[C:21]([CH3:23])[N:20]=[CH:19][N:18]=1.C(=O)([O-])[O-].[Cs+].[Cs+]. The catalyst is C1C=CC(/C=C/C(/C=C/C2C=CC=CC=2)=O)=CC=1.C1C=CC(/C=C/C(/C=C/C2C=CC=CC=2)=O)=CC=1.C1C=CC(/C=C/C(/C=C/C2C=CC=CC=2)=O)=CC=1.[Pd].[Pd].C1(C)C=CC=CC=1. The product is [CH:1]1([C:4]2[CH:9]=[CH:8][N:7]=[CH:6][C:5]=2[N:10]2[CH2:14][CH2:13][N:12]([C:17]3[CH:22]=[C:21]([CH3:23])[N:20]=[CH:19][N:18]=3)[C:11]2=[O:15])[CH2:3][CH2:2]1. The yield is 0.211.